This data is from Forward reaction prediction with 1.9M reactions from USPTO patents (1976-2016). The task is: Predict the product of the given reaction. (1) The product is: [C:7]1([N:1]2[CH:5]=[N:4][CH:3]=[N:2]2)[CH:12]=[CH:11][CH:10]=[CH:9][CH:8]=1. Given the reactants [NH:1]1[CH:5]=[N:4][CH:3]=[N:2]1.I[C:7]1[CH:12]=[CH:11][CH:10]=[CH:9][CH:8]=1, predict the reaction product. (2) Given the reactants [CH3:1][C:2]1[CH2:3][CH2:4][NH:5][CH:6]([C:9]2[CH:14]=[CH:13][CH:12]=[CH:11][C:10]=2[CH3:15])[C:7]=1[CH3:8].Cl[CH2:17][C:18]([N:20]([CH2:30][C:31]1[CH:36]=[CH:35][CH:34]=[CH:33][C:32]=1[F:37])[CH:21]1[CH2:29][C:28]2[C:23](=[CH:24][CH:25]=[CH:26][CH:27]=2)[CH2:22]1)=[O:19].C([O-])([O-])=O.[K+].[K+], predict the reaction product. The product is: [CH3:1][C:2]1[CH2:3][CH2:4][N:5]([CH2:17][C:18]([N:20]([CH2:30][C:31]2[CH:36]=[CH:35][CH:34]=[CH:33][C:32]=2[F:37])[CH:21]2[CH2:29][C:28]3[C:23](=[CH:24][CH:25]=[CH:26][CH:27]=3)[CH2:22]2)=[O:19])[CH:6]([C:9]2[CH:14]=[CH:13][CH:12]=[CH:11][C:10]=2[CH3:15])[C:7]=1[CH3:8]. (3) Given the reactants [CH:1]([SiH:4]([CH:15]([CH3:17])[CH3:16])[C:5]1[CH:6]=[C:7]([CH:12]=[CH:13][CH:14]=1)[C:8]([O:10]C)=[O:9])([CH3:3])[CH3:2].[OH-:18].[Na+], predict the reaction product. The product is: [OH:18][Si:4]([CH:15]([CH3:17])[CH3:16])([CH:1]([CH3:3])[CH3:2])[C:5]1[CH:6]=[C:7]([CH:12]=[CH:13][CH:14]=1)[C:8]([OH:10])=[O:9]. (4) Given the reactants C(OC([NH:11][C@H:12]1[CH:21]2[CH:16]3[CH:17]4[CH:18]5[CH:20]2[CH:19]5[CH:14]([CH:15]34)[C@H:13]1[C:22]([O:24][CH3:25])=[O:23])=O)C1C=CC=CC=1.[ClH:26].O1CCOCC1, predict the reaction product. The product is: [ClH:26].[NH2:11][C@H:12]1[CH:21]2[CH:16]3[CH:17]4[CH:18]5[CH:20]2[CH:19]5[CH:14]([CH:15]34)[C@H:13]1[C:22]([O:24][CH3:25])=[O:23]. (5) The product is: [CH3:12][O:11][C:3]1[CH:4]=[C:5]([N+:8]([O-:10])=[O:9])[CH:6]=[CH:7][C:2]=1[N:13]1[CH2:18][CH2:17][O:16][CH2:15][CH2:14]1. Given the reactants F[C:2]1[CH:7]=[CH:6][C:5]([N+:8]([O-:10])=[O:9])=[CH:4][C:3]=1[O:11][CH3:12].[NH:13]1[CH2:18][CH2:17][O:16][CH2:15][CH2:14]1.C(=O)([O-])[O-].[K+].[K+], predict the reaction product. (6) Given the reactants FC(F)(F)C(O)=O.[OH:8][C:9]1[CH:38]=[CH:37][C:36]([C:39]2[CH:40]=[N:41][CH:42]=[CH:43][CH:44]=2)=[CH:35][C:10]=1[C:11]([NH:13][C:14]1[CH:26]=[C:25]([C:27]2[CH:32]=[CH:31][CH:30]=[CH:29][C:28]=2[O:33][CH3:34])[CH:24]=[CH:23][C:15]=1[C:16]([O:18]C(C)(C)C)=[O:17])=[O:12], predict the reaction product. The product is: [OH:8][C:9]1[CH:38]=[CH:37][C:36]([C:39]2[CH:40]=[N:41][CH:42]=[CH:43][CH:44]=2)=[CH:35][C:10]=1[C:11]([NH:13][C:14]1[CH:26]=[C:25]([C:27]2[CH:32]=[CH:31][CH:30]=[CH:29][C:28]=2[O:33][CH3:34])[CH:24]=[CH:23][C:15]=1[C:16]([OH:18])=[O:17])=[O:12]. (7) Given the reactants [Cl:1][C:2]1[CH:7]=CC(NC2C=CC=CC=2)=C(C#N)[CH:3]=1.[N:17]1[N:21]2[C:22](=[O:30])[C:23]3[N:24]([N:27]=[CH:28][CH:29]=3)[C:25](=O)[C:20]2=[CH:19][CH:18]=1.O, predict the reaction product. The product is: [Cl:1][C:2]1[CH:7]=[CH:25][C:20]([NH:21][C:22]([C:23]2[CH:29]=[CH:28][NH:27][N:24]=2)=[O:30])=[C:19]([C:18]#[N:17])[CH:3]=1. (8) Given the reactants [CH2:1]([O:8][C:9](=[O:34])[N:10]([CH2:31][CH:32]=[CH2:33])[C:11]1[C:16](=[O:17])[N:15]2[C@H:18]([C:22](=[O:30])[NH:23][C:24]3[CH:29]=[CH:28][CH:27]=[CH:26][CH:25]=3)[CH2:19][CH:20]([CH3:21])[C:14]2=[N:13][CH:12]=1)[C:2]1[CH:7]=[CH:6][CH:5]=[CH:4][CH:3]=1.[Li+].C[Si]([N-][Si](C)(C)C)(C)C.CC(C1C=C(C(C)C)C(S([N:60]=[N+:61]=[N-:62])(=O)=O)=C(C(C)C)C=1)C.CC(O)=O, predict the reaction product. The product is: [CH2:1]([O:8][C:9](=[O:34])[N:10]([CH2:31][CH:32]=[CH2:33])[C:11]1[C:16](=[O:17])[N:15]2[C@H:18]([C:22](=[O:30])[NH:23][C:24]3[CH:29]=[CH:28][CH:27]=[CH:26][CH:25]=3)[CH2:19][C@:20]([N:60]=[N+:61]=[N-:62])([CH3:21])[C:14]2=[N:13][CH:12]=1)[C:2]1[CH:7]=[CH:6][CH:5]=[CH:4][CH:3]=1. (9) Given the reactants [C:1]([O:4][C@@H:5]1[C@@H:10]([O:11][C:12](=[O:14])[CH3:13])[C@H:9]([O:15][C:16](=[O:18])[CH3:17])[C@@H:8]([CH2:19][O:20][C:21](=[O:23])[CH3:22])[O:7][C@H:6]1[C:24]1[CH:29]=[CH:28][C:27]([Cl:30])=[C:26]([CH2:31][C:32]2[S:33][C:34]([C:37]3[CH:42]=[CH:41][C:40]([NH2:43])=[CH:39][CH:38]=3)=[CH:35][CH:36]=2)[CH:25]=1)(=[O:3])[CH3:2].[CH3:44][S:45](Cl)(=[O:47])=[O:46].N1C=CC=CC=1.Cl, predict the reaction product. The product is: [C:1]([O:4][C@@H:5]1[C@@H:10]([O:11][C:12](=[O:14])[CH3:13])[C@H:9]([O:15][C:16](=[O:18])[CH3:17])[C@@H:8]([CH2:19][O:20][C:21](=[O:23])[CH3:22])[O:7][C@H:6]1[C:24]1[CH:29]=[CH:28][C:27]([Cl:30])=[C:26]([CH2:31][C:32]2[S:33][C:34]([C:37]3[CH:38]=[CH:39][C:40]([NH:43][S:45]([CH3:44])(=[O:47])=[O:46])=[CH:41][CH:42]=3)=[CH:35][CH:36]=2)[CH:25]=1)(=[O:3])[CH3:2].